From a dataset of Forward reaction prediction with 1.9M reactions from USPTO patents (1976-2016). Predict the product of the given reaction. (1) Given the reactants [CH2:1]([N:7]([CH3:27])[C:8]([CH:10]1[CH2:14][CH:13]([OH:15])[CH2:12][CH:11]1[C:16]([NH:18][C:19]1([C:24]([OH:26])=[O:25])[CH2:21][CH:20]1[CH:22]=[CH2:23])=[O:17])=[O:9])[CH2:2][CH2:3][CH2:4][CH:5]=[CH2:6].[H-].[Na+].Cl[C:31]1[C:40]2[C:35](=[CH:36][C:37](OC)=[CH:38][CH:39]=2)[N:34]=[C:33]([C:43]2[S:44][CH:45]=[C:46]([CH:48]([CH3:50])[CH3:49])[N:47]=2)[N:32]=1.Cl, predict the reaction product. The product is: [CH2:1]([N:7]([CH3:27])[C:8]([CH:10]1[CH2:14][CH:13]([O:15][C:31]2[C:40]3[C:35](=[CH:36][CH:37]=[CH:38][CH:39]=3)[N:34]=[C:33]([C:43]3[S:44][CH:45]=[C:46]([CH:48]([CH3:50])[CH3:49])[N:47]=3)[N:32]=2)[CH2:12][CH:11]1[C:16]([NH:18][C:19]1([C:24]([OH:26])=[O:25])[CH2:21][CH:20]1[CH:22]=[CH2:23])=[O:17])=[O:9])[CH2:2][CH2:3][CH2:4][CH:5]=[CH2:6]. (2) Given the reactants [F:1][C:2]1[CH:22]=[CH:21][C:5]2[C:6]([CH3:20])=[C:7]([C:9]([CH2:16][CH2:17][CH2:18][CH3:19])=[CH:10][C:11]([O:13][CH2:14][CH3:15])=[O:12])[S:8][C:4]=2[CH:3]=1, predict the reaction product. The product is: [F:1][C:2]1[CH:22]=[CH:21][C:5]2[C:6]([CH3:20])=[C:7]([CH:9]([CH2:16][CH2:17][CH2:18][CH3:19])[CH2:10][C:11]([O:13][CH2:14][CH3:15])=[O:12])[S:8][C:4]=2[CH:3]=1. (3) The product is: [O:1]1[C:5]2[CH:6]=[CH:7][CH:8]=[CH:9][C:4]=2[CH:3]=[C:2]1[C:10]([NH:12][C@@H:13]([C:15]1[CH:19]=[C:18]([C:20]([OH:22])=[O:21])[O:17][N:16]=1)[CH3:14])=[O:11]. Given the reactants [O:1]1[C:5]2[CH:6]=[CH:7][CH:8]=[CH:9][C:4]=2[CH:3]=[C:2]1[C:10]([NH:12][C@@H:13]([C:15]1[CH:19]=[C:18]([C:20]([O:22]CC)=[O:21])[O:17][N:16]=1)[CH3:14])=[O:11].[OH-].[Li+].Cl, predict the reaction product. (4) Given the reactants [Br-].C1([P+](C2C=CC=CC=2)(C2C=CC=CC=2)C2C=CC=CC=2)CCCCC1.C([Li])CCC.[CH3:32][CH2:33][CH2:34][CH2:35][CH2:36][CH3:37].[CH3:38][O:39][C:40]1[C:48]2[O:47][C:46]([CH3:50])([CH3:49])[CH2:45][C:44]=2[CH:43]=[C:42]([CH:51]=O)[CH:41]=1, predict the reaction product. The product is: [C:34]1(=[CH:51][C:42]2[CH:41]=[C:40]([O:39][CH3:38])[C:48]3[O:47][C:46]([CH3:50])([CH3:49])[CH2:45][C:44]=3[CH:43]=2)[CH2:33][CH2:32][CH2:37][CH2:36][CH2:35]1. (5) The product is: [F:1][C:2]1[CH:7]=[CH:6][CH:5]=[C:4]([F:8])[C:3]=1[N:9]1[C:13]([S:26][C:20]2[CH:25]=[CH:24][CH:23]=[CH:22][CH:21]=2)=[CH:12][C:11]([C:15]([O:17][CH2:18][CH3:19])=[O:16])=[N:10]1. Given the reactants [F:1][C:2]1[CH:7]=[CH:6][CH:5]=[C:4]([F:8])[C:3]=1[N:9]1[C:13](I)=[CH:12][C:11]([C:15]([O:17][CH2:18][CH3:19])=[O:16])=[N:10]1.[C:20]1([S:26][S:26][C:20]2[CH:25]=[CH:24][CH:23]=[CH:22][CH:21]=2)[CH:25]=[CH:24][CH:23]=[CH:22][CH:21]=1.[Cl-].[NH4+], predict the reaction product. (6) The product is: [CH3:28][N:2]([CH3:1])[C:3](=[O:27])[O:4][C:5]1[CH:10]=[CH:9][CH:8]=[C:7]([NH:11][C:12]([C:14]2([CH2:20][C:21]3[CH:26]=[CH:25][CH:24]=[CH:23][CH:22]=3)[CH2:15][CH2:16][N:17]([C:30]3[C:31]4[C:38]([CH3:39])=[CH:37][NH:36][C:32]=4[N:33]=[CH:34][N:35]=3)[CH2:18][CH2:19]2)=[O:13])[CH:6]=1. Given the reactants [CH3:1][N:2]([CH3:28])[C:3](=[O:27])[O:4][C:5]1[CH:10]=[CH:9][CH:8]=[C:7]([NH:11][C:12]([C:14]2([CH2:20][C:21]3[CH:26]=[CH:25][CH:24]=[CH:23][CH:22]=3)[CH2:19][CH2:18][NH:17][CH2:16][CH2:15]2)=[O:13])[CH:6]=1.Cl[C:30]1[C:31]2[C:38]([CH3:39])=[CH:37][NH:36][C:32]=2[N:33]=[CH:34][N:35]=1.C(N(CC)C(C)C)(C)C.C(O)(C)C, predict the reaction product. (7) Given the reactants C1(CN2C(C3CCOC3)=CC(C3C=C4C(C)=CNC4=NC=3)=N2)CC1.[F:25][C:26]1([F:42])[CH2:30][CH2:29][CH:28]([N:31]2[C:35]([CH:36]3[CH2:40][CH2:39][O:38][CH2:37]3)=[CH:34][C:33](I)=[N:32]2)[CH2:27]1.[F:43][C:44]([F:64])([F:63])[C:45]1[C:53]2[C:48](=[N:49][CH:50]=[C:51](B3OC(C)(C)C(C)(C)O3)[CH:52]=2)[NH:47][CH:46]=1, predict the reaction product. The product is: [F:25][C:26]1([F:42])[CH2:30][CH2:29][CH:28]([N:31]2[C:35]([CH:36]3[CH2:40][CH2:39][O:38][CH2:37]3)=[CH:34][C:33]([C:51]3[CH:52]=[C:53]4[C:45]([C:44]([F:63])([F:64])[F:43])=[CH:46][NH:47][C:48]4=[N:49][CH:50]=3)=[N:32]2)[CH2:27]1. (8) Given the reactants C(O[C:6]([N:8]1[CH2:12][C:11](=[N:13][O:14][CH3:15])[CH2:10][C@H:9]1[C:16]([OH:18])=O)=[O:7])(C)(C)C.[C:19]1([C:28]2[CH:33]=[CH:32][CH:31]=[CH:30][CH:29]=2)[CH:24]=[CH:23][C:22](C(Cl)=O)=[CH:21][CH:20]=1.[NH2:34][C@H:35]1[CH2:40][CH2:39][CH2:38][CH2:37][C@@H:36]1[OH:41], predict the reaction product. The product is: [C:28]1([C:19]2[CH:20]=[CH:21][CH:22]=[CH:23][CH:24]=2)[CH:29]=[CH:30][C:31]([C:6]([N:8]2[CH2:12][C:11](=[N:13][O:14][CH3:15])[CH2:10][C@H:9]2[C:16]([NH:34][C@H:35]2[CH2:40][CH2:39][CH2:38][CH2:37][C@@H:36]2[OH:41])=[O:18])=[O:7])=[CH:32][CH:33]=1.